This data is from Catalyst prediction with 721,799 reactions and 888 catalyst types from USPTO. The task is: Predict which catalyst facilitates the given reaction. Reactant: [Br:1][C:2]1[C:3]([OH:13])=[C:4]([CH2:8][C:9]([O:11][CH3:12])=[O:10])[CH:5]=[CH:6][CH:7]=1.[C:14]([O-])([O-])=O.[K+].[K+]. The catalyst class is: 173. Product: [Br:1][C:2]1[C:3]([O:13][CH3:14])=[C:4]([CH2:8][C:9]([O:11][CH3:12])=[O:10])[CH:5]=[CH:6][CH:7]=1.